Dataset: Forward reaction prediction with 1.9M reactions from USPTO patents (1976-2016). Task: Predict the product of the given reaction. (1) Given the reactants [N:1]1[CH:6]=[CH:5][CH:4]=[CH:3][C:2]=1[C:7]([NH2:9])=[O:8].[CH3:10][C:11]([CH:14]=O)([CH3:13])[CH3:12].[NH:16]1[C:20]2[CH:21]=[CH:22][CH:23]=[CH:24][C:19]=2[N:18]=[N:17]1.C1(C)C=CC(S(O)(=O)=O)=CC=1, predict the reaction product. The product is: [N:16]1([CH:14]([NH:9][C:7]([C:2]2[CH:3]=[CH:4][CH:5]=[CH:6][N:1]=2)=[O:8])[C:11]([CH3:12])([CH3:13])[CH3:10])[C:20]2[CH:21]=[CH:22][CH:23]=[CH:24][C:19]=2[N:18]=[N:17]1. (2) The product is: [NH2:39][CH:40]1[CH2:44][CH2:43][N:42]([C:26]([N:11]2[CH2:12][CH:13]([C:15]3[CH:16]=[CH:17][C:18]([O:21][C:22]([F:24])([F:25])[F:23])=[CH:19][CH:20]=3)[CH2:14][CH:9]([C:7]3[O:6][N:5]=[C:4]([CH:1]4[CH2:3][CH2:2]4)[N:8]=3)[CH2:10]2)=[O:27])[CH2:41]1. Given the reactants [CH:1]1([C:4]2[N:8]=[C:7]([CH:9]3[CH2:14][CH:13]([C:15]4[CH:20]=[CH:19][C:18]([O:21][C:22]([F:25])([F:24])[F:23])=[CH:17][CH:16]=4)[CH2:12][N:11]([C:26](OC4C=CC([N+]([O-])=O)=CC=4)=[O:27])[CH2:10]3)[O:6][N:5]=2)[CH2:3][CH2:2]1.Cl.[NH2:39][CH:40]1[CH2:44][CH2:43][NH:42][CH2:41]1, predict the reaction product. (3) Given the reactants [OH:1][C:2]1[C:7]([C:8]([NH:10][CH:11]([C:24]2[CH:29]=[CH:28][CH:27]=[CH:26][CH:25]=2)[C:12]2[CH:17]=[CH:16][C:15]([P:18]([CH3:23])(=[O:22])[O:19]CC)=[CH:14][CH:13]=2)=[O:9])=[CH:6][N:5]=[C:4]([C:30]2[CH:35]=[CH:34][CH:33]=[CH:32][N:31]=2)[N:3]=1.[OH-].[Na+], predict the reaction product. The product is: [OH:1][C:2]1[C:7]([C:8]([NH:10][CH:11]([C:24]2[CH:29]=[CH:28][CH:27]=[CH:26][CH:25]=2)[C:12]2[CH:13]=[CH:14][C:15]([P:18]([CH3:23])(=[O:19])[OH:22])=[CH:16][CH:17]=2)=[O:9])=[CH:6][N:5]=[C:4]([C:30]2[CH:35]=[CH:34][CH:33]=[CH:32][N:31]=2)[N:3]=1. (4) The product is: [F:20][C:21]1[CH:31]=[CH:30][CH:29]=[CH:28][C:22]=1[C:23]([NH:25][C:26](=[S:27])[NH:1][C:2]1[S:12][C:5]2[CH2:6][O:7][C:8]([CH3:11])([CH3:10])[CH2:9][C:4]=2[C:3]=1[C:13]([O:15][C:16]([CH3:19])([CH3:18])[CH3:17])=[O:14])=[O:24]. Given the reactants [NH2:1][C:2]1[S:12][C:5]2[CH2:6][O:7][C:8]([CH3:11])([CH3:10])[CH2:9][C:4]=2[C:3]=1[C:13]([O:15][C:16]([CH3:19])([CH3:18])[CH3:17])=[O:14].[F:20][C:21]1[CH:31]=[CH:30][CH:29]=[CH:28][C:22]=1[C:23]([N:25]=[C:26]=[S:27])=[O:24], predict the reaction product. (5) Given the reactants [NH:1]1[CH2:5][CH2:4][CH2:3][C@@H:2]1[CH2:6][OH:7].C(N(CC)C(C)C)(C)C.Cl[CH2:18][C:19](Cl)=[O:20].[C:22]([C:24]1[CH:29]=[CH:28][C:27](=[O:30])[N:26]([C:31]2[C:36]([F:37])=[CH:35][CH:34]=[CH:33][C:32]=2[F:38])[C:25]=1[S-:39])#[N:23].[Na+], predict the reaction product. The product is: [NH2:23][C:22]1[C:24]2[CH:29]=[CH:28][C:27](=[O:30])[N:26]([C:31]3[C:32]([F:38])=[CH:33][CH:34]=[CH:35][C:36]=3[F:37])[C:25]=2[S:39][C:18]=1[C:19]([N:1]1[CH2:5][CH2:4][CH2:3][C@@H:2]1[CH2:6][OH:7])=[O:20]. (6) Given the reactants [F:1][C:2]1[CH:3]=[C:4]([CH:6]=[CH:7][C:8]=1[O:9][C:10]1[C:19]2[C:14](=[CH:15][C:16]([O:22][CH2:23][CH2:24][CH2:25][N:26]3[CH2:31][CH2:30][O:29][CH2:28][CH2:27]3)=[C:17]([O:20][CH3:21])[CH:18]=2)[N:13]=[CH:12][CH:11]=1)[NH2:5].[F:32][C:33]1[CH:38]=[CH:37][C:36]([N:39]2[CH:43]=[C:42]([O:44][CH3:45])[C:41]([C:46](Cl)=[O:47])=[N:40]2)=[CH:35][CH:34]=1, predict the reaction product. The product is: [F:1][C:2]1[CH:3]=[C:4]([NH:5][C:46]([C:41]2[C:42]([O:44][CH3:45])=[CH:43][N:39]([C:36]3[CH:37]=[CH:38][C:33]([F:32])=[CH:34][CH:35]=3)[N:40]=2)=[O:47])[CH:6]=[CH:7][C:8]=1[O:9][C:10]1[C:19]2[C:14](=[CH:15][C:16]([O:22][CH2:23][CH2:24][CH2:25][N:26]3[CH2:31][CH2:30][O:29][CH2:28][CH2:27]3)=[C:17]([O:20][CH3:21])[CH:18]=2)[N:13]=[CH:12][CH:11]=1. (7) Given the reactants [OH:1][C:2]1[CH:11]=[C:10]([OH:12])[C:9]([Cl:13])=[CH:8][C:3]=1[C:4]([O:6][CH3:7])=[O:5].C(=O)([O-])[O-].[K+].[K+].[CH3:20][O:21][C:22]1[CH:29]=[CH:28][C:25]([CH2:26]Cl)=[CH:24][CH:23]=1.O, predict the reaction product. The product is: [OH:1][C:2]1[CH:11]=[C:10]([O:12][CH2:26][C:25]2[CH:28]=[CH:29][C:22]([O:21][CH3:20])=[CH:23][CH:24]=2)[C:9]([Cl:13])=[CH:8][C:3]=1[C:4]([O:6][CH3:7])=[O:5]. (8) Given the reactants S([N:11]1[CH2:17][CH2:16][CH:15]([NH:18][C:19](=[O:25])[O:20][C:21]([CH3:24])([CH3:23])[CH3:22])[CH2:14][C:13]2[CH:26]=[CH:27][CH:28]=[CH:29][C:12]1=2)(C1C=CC(C)=CC=1)(=O)=O.[Mg], predict the reaction product. The product is: [NH:11]1[CH2:17][CH2:16][CH:15]([NH:18][C:19](=[O:25])[O:20][C:21]([CH3:23])([CH3:24])[CH3:22])[CH2:14][C:13]2[CH:26]=[CH:27][CH:28]=[CH:29][C:12]1=2.